From a dataset of Reaction yield outcomes from USPTO patents with 853,638 reactions. Predict the reaction yield, written as a fraction of the theoretical maximum amount of product (1.0 means a 100% yield; for example, 0.34 means a 34% yield). (1) The reactants are [NH:1]1[CH:5]=[C:4]([C:6]#[N:7])[N:3]=[CH:2]1.[CH3:8][Si:9]([CH3:16])([CH3:15])[CH2:10][CH2:11][O:12][CH2:13]Cl.C([O-])([O-])=O.[K+].[K+].CC(C)=O. The catalyst is C(OCC)(=O)C. The product is [CH3:8][Si:9]([CH3:16])([CH3:15])[CH2:10][CH2:11][O:12][CH2:13][N:1]1[CH:5]=[C:4]([C:6]#[N:7])[N:3]=[CH:2]1. The yield is 0.700. (2) The reactants are [CH3:1][N:2]([CH2:4][C:5]1[N:6]=[C:7]([NH:10][C:11](=[O:13])[CH3:12])[S:8][CH:9]=1)[CH3:3].[Br:14]Br. The catalyst is CC(O)=O. The product is [Br:14][C:9]1[S:8][C:7]([NH:10][C:11](=[O:13])[CH3:12])=[N:6][C:5]=1[CH2:4][N:2]([CH3:1])[CH3:3]. The yield is 0.650. (3) The reactants are [CH:1]1[CH:6]=N[CH:4]=[C:3]([C:7]([OH:9])=O)[CH:2]=1.[CH3:10]N1CCOCC1.CCN=C=NCCCN(C)C.Cl.[CH3:29][O:30][C:31](=[O:40])[C@H:32]([CH2:34][CH2:35][C:36]([O:38][CH3:39])=[O:37])[NH2:33]. The catalyst is C(Cl)Cl. The product is [CH3:29][O:30][C:31](=[O:40])[C:32]([NH2:33])([C:7](=[O:9])[C:3]1[CH:2]=[CH:1][CH:6]=[CH:10][CH:4]=1)[CH2:34][CH2:35][C:36]([O:38][CH3:39])=[O:37]. The yield is 0.730. (4) The reactants are [C:1]([C:3]1[C:11]2[C:6](=[CH:7][C:8]([C:12]([O:14]C)=[O:13])=[CH:9][CH:10]=2)[NH:5][N:4]=1)#[N:2].[OH-].[Li+]. The catalyst is CO.O1CCCC1. The product is [C:1]([C:3]1[C:11]2[C:6](=[CH:7][C:8]([C:12]([OH:14])=[O:13])=[CH:9][CH:10]=2)[NH:5][N:4]=1)#[N:2]. The yield is 0.370. (5) The reactants are C1(N[C:5](=[O:37])[C:6]2[CH:11]=[CH:10][C:9]([C:12]3[N:16]4[N:17]=[C:18]([O:28][C:29]5[CH:34]=[CH:33][CH:32]=[C:31]([F:35])[CH:30]=5)[CH:19]=[C:20]([NH:21][CH2:22][CH2:23][C:24]([F:27])([F:26])[F:25])[C:15]4=[N:14][CH:13]=3)=[CH:8][C:7]=2[CH3:36])CC1.Br.[OH2:39]. No catalyst specified. The product is [F:35][C:31]1[CH:30]=[C:29]([CH:34]=[CH:33][CH:32]=1)[O:28][C:18]1[CH:19]=[C:20]([NH:21][CH2:22][CH2:23][C:24]([F:27])([F:25])[F:26])[C:15]2[N:16]([C:12]([C:9]3[CH:10]=[CH:11][C:6]([C:5]([OH:37])=[O:39])=[C:7]([CH3:36])[CH:8]=3)=[CH:13][N:14]=2)[N:17]=1. The yield is 0.0900. (6) The reactants are [CH2:1]([O:8][C:9]1[CH:14]=[CH:13][C:12](Br)=[CH:11][N:10]=1)[C:2]1[CH:7]=[CH:6][CH:5]=[CH:4][CH:3]=1.C([Li])CCC.[CH2:21]([Sn:25](Cl)([CH2:30][CH2:31][CH2:32][CH3:33])[CH2:26][CH2:27][CH2:28][CH3:29])[CH2:22][CH2:23][CH3:24]. The catalyst is C(OCC)C. The product is [CH2:1]([O:8][C:9]1[CH:14]=[CH:13][C:12]([Sn:25]([CH2:26][CH2:27][CH2:28][CH3:29])([CH2:30][CH2:31][CH2:32][CH3:33])[CH2:21][CH2:22][CH2:23][CH3:24])=[CH:11][N:10]=1)[C:2]1[CH:7]=[CH:6][CH:5]=[CH:4][CH:3]=1. The yield is 0.860. (7) No catalyst specified. The yield is 0.560. The reactants are [NH2:1][C:2]1[N:6]([C:7]2[CH:12]=[CH:11][C:10]([S:13]([CH3:16])(=[O:15])=[O:14])=[CH:9][CH:8]=2)[N:5]=[C:4]([CH3:17])[C:3]=1[C:18]#[N:19].[C:20](Cl)(=[O:22])[CH3:21]. The product is [C:18]([C:3]1[C:4]([CH3:17])=[N:5][N:6]([C:7]2[CH:8]=[CH:9][C:10]([S:13]([CH3:16])(=[O:15])=[O:14])=[CH:11][CH:12]=2)[C:2]=1[NH:1][C:20](=[O:22])[CH3:21])#[N:19]. (8) The reactants are [F:1][C:2]1[CH:7]=[C:6](I)[CH:5]=[CH:4][C:3]=1[N:9]1[CH:14]=[C:13]([O:15][CH3:16])[C:12](=[O:17])[C:11]([C:18]2[N:22]([C:23]3[CH:28]=[CH:27][CH:26]=[CH:25][CH:24]=3)[N:21]=[CH:20][CH:19]=2)=[N:10]1.[NH:29]1[CH2:34][CH2:33][O:32][CH2:31][C:30]1=[O:35].N[C@@H]1CCCC[C@H]1N.[O-]P([O-])([O-])=O.[K+].[K+].[K+]. The catalyst is O1CCOCC1.[Cu]I.O. The product is [F:1][C:2]1[CH:7]=[C:6]([N:29]2[CH2:34][CH2:33][O:32][CH2:31][C:30]2=[O:35])[CH:5]=[CH:4][C:3]=1[N:9]1[CH:14]=[C:13]([O:15][CH3:16])[C:12](=[O:17])[C:11]([C:18]2[N:22]([C:23]3[CH:28]=[CH:27][CH:26]=[CH:25][CH:24]=3)[N:21]=[CH:20][CH:19]=2)=[N:10]1. The yield is 0.590. (9) The reactants are [Cl:1][C:2]1[CH:7]=[C:6](Cl)[N:5]2[N:9]=[C:10]([C:12]3[CH:17]=[CH:16][C:15]([O:18][CH3:19])=[CH:14][CH:13]=3)[CH:11]=[C:4]2[N:3]=1.[NH:20]1[CH2:25][CH2:24][O:23][CH2:22][CH2:21]1. The catalyst is O1CCOCC1. The product is [Cl:1][C:2]1[CH:7]=[C:6]([N:20]2[CH2:25][CH2:24][O:23][CH2:22][CH2:21]2)[N:5]2[N:9]=[C:10]([C:12]3[CH:17]=[CH:16][C:15]([O:18][CH3:19])=[CH:14][CH:13]=3)[CH:11]=[C:4]2[N:3]=1. The yield is 0.990. (10) The reactants are [NH:1]1[C:9]2[C:4](=[CH:5][CH:6]=[CH:7][CH:8]=2)[CH2:3][C:2]1=[O:10].[CH2:11]([Li])[CH2:12][CH2:13][CH3:14].ICCCCI.O. The catalyst is C1COCC1. The product is [NH:1]1[C:9]2[C:4](=[CH:5][CH:6]=[CH:7][CH:8]=2)[C:3]2([CH2:14][CH2:13][CH2:12][CH2:11]2)[C:2]1=[O:10]. The yield is 0.500.